From a dataset of Catalyst prediction with 721,799 reactions and 888 catalyst types from USPTO. Predict which catalyst facilitates the given reaction. (1) Reactant: [CH2:1]([O:3][C:4]([C:6]1[C:7]([CH3:25])=[N:8][C:9]([NH:13][CH2:14]/[CH:15]=[CH:16]/[C:17]2[CH:22]=[CH:21][C:20]([CH3:23])=[C:19]([OH:24])[CH:18]=2)=[N:10][C:11]=1[CH3:12])=[O:5])[CH3:2]. Product: [CH2:1]([O:3][C:4]([C:6]1[C:7]([CH3:25])=[N:8][C:9]([NH:13][CH2:14][CH2:15][CH2:16][C:17]2[CH:22]=[CH:21][C:20]([CH3:23])=[C:19]([OH:24])[CH:18]=2)=[N:10][C:11]=1[CH3:12])=[O:5])[CH3:2]. The catalyst class is: 50. (2) Reactant: [H-].[Na+].[N+:3]([C:6]1[CH:14]=[CH:13][CH:12]=[C:11]2[C:7]=1[C:8]([CH2:15][C:16]#[N:17])=[CH:9][NH:10]2)([O-:5])=[O:4].Br[CH2:19][C:20]([O:22][C:23]([CH3:26])([CH3:25])[CH3:24])=[O:21]. Product: [C:16]([CH2:15][C:8]1[C:7]2[C:11](=[CH:12][CH:13]=[CH:14][C:6]=2[N+:3]([O-:5])=[O:4])[N:10]([CH2:19][C:20]([O:22][C:23]([CH3:26])([CH3:25])[CH3:24])=[O:21])[CH:9]=1)#[N:17]. The catalyst class is: 3. (3) Reactant: [C:1]([C:3]1[CH:4]=[C:5]([C:13]2[O:17][N:16]=[C:15]([C:18]3[CH:35]=[CH:34][C:21]4[CH2:22][CH2:23][N:24](C(OC(C)(C)C)=O)[CH2:25][CH2:26][C:20]=4[CH:19]=3)[N:14]=2)[CH:6]=[N:7][C:8]=1[O:9][CH2:10][CH2:11][CH3:12])#[N:2].FC(F)(F)C(O)=O. Product: [CH2:10]([O:9][C:8]1[C:3]([C:1]#[N:2])=[CH:4][C:5]([C:13]2[O:17][N:16]=[C:15]([C:18]3[CH:35]=[CH:34][C:21]4[CH2:22][CH2:23][NH:24][CH2:25][CH2:26][C:20]=4[CH:19]=3)[N:14]=2)=[CH:6][N:7]=1)[CH2:11][CH3:12]. The catalyst class is: 2. (4) Reactant: C(Cl)CCl.[NH2:5][C:6]1[N:14]=[CH:13][C:12]([Br:15])=[CH:11][C:7]=1[C:8]([OH:10])=O.[CH2:16]([CH2:18][NH2:19])[OH:17].C1C=CC2N(O)N=NC=2C=1.C(N(C(C)C)CC)(C)C. Product: [NH2:5][C:6]1[N:14]=[CH:13][C:12]([Br:15])=[CH:11][C:7]=1[C:8]([NH:19][CH2:18][CH2:16][OH:17])=[O:10]. The catalyst class is: 18.